This data is from Full USPTO retrosynthesis dataset with 1.9M reactions from patents (1976-2016). The task is: Predict the reactants needed to synthesize the given product. (1) Given the product [Cl:1][C:2]1[CH:3]=[C:4]([C:9]2[C:14]([C:15]([NH:17][CH2:18][CH2:19][CH2:20][C:21]3[CH:26]=[CH:25][CH:24]=[CH:23][CH:22]=3)=[O:16])=[C:13]([CH3:27])[N:12]=[C:11]([S:41]([CH3:31])(=[O:44])=[O:42])[N:10]=2)[CH:5]=[CH:6][C:7]=1[Cl:8], predict the reactants needed to synthesize it. The reactants are: [Cl:1][C:2]1[CH:3]=[C:4]([C:9]2[C:14]([C:15]([NH:17][CH2:18][CH2:19][CH2:20][C:21]3[CH:26]=[CH:25][CH:24]=[CH:23][CH:22]=3)=[O:16])=[C:13]([CH3:27])[N:12]=[C:11](SC)[N:10]=2)[CH:5]=[CH:6][C:7]=1[Cl:8].Cl[C:31]1C=CC=C(C(OO)=O)C=1.[S:41](=[O:44])(O)[O-:42].[Na+]. (2) Given the product [F:1][C:2]1[CH:10]=[C:9]2[C:5](/[C:6](=[C:12]3\[O:16][CH2:15][C:14]([C:17]4[NH:18][CH:19]=[CH:20][CH:21]=4)=[CH:13]\3)/[C:7](=[O:11])[NH:8]2)=[CH:4][CH:3]=1, predict the reactants needed to synthesize it. The reactants are: [F:1][C:2]1[CH:10]=[C:9]2[C:5](/[C:6](=[C:12]3/[CH:13]=[C:14]([C:17]4[N:18](C(OC(C)(C)C)=O)[CH:19]=[CH:20][CH:21]=4)[CH2:15][O:16]/3)/[C:7](=[O:11])[NH:8]2)=[CH:4][CH:3]=1.